Dataset: Forward reaction prediction with 1.9M reactions from USPTO patents (1976-2016). Task: Predict the product of the given reaction. (1) Given the reactants [SH:1][CH2:2][C:3]1([CH2:6][C:7]([OH:9])=[O:8])[CH2:5][CH2:4]1.S(=O)(=O)(O)O.[CH2:15](O)[CH3:16], predict the reaction product. The product is: [CH2:15]([O:8][C:7](=[O:9])[CH2:6][C:3]1([CH2:2][SH:1])[CH2:5][CH2:4]1)[CH3:16]. (2) Given the reactants [CH3:1][O:2][C:3]1[CH:8]=[CH:7][C:6](B(O)O)=[CH:5][CH:4]=1.[Cl-].[Li+].C([O-])([O-])=O.[Na+].[Na+].[CH2:20]([N:27]1[CH:32]2[CH2:33][CH2:34][CH:28]1[CH:29]=[C:30](OS(C(F)(F)F)(=O)=O)[CH2:31]2)[C:21]1[CH:26]=[CH:25][CH:24]=[CH:23][CH:22]=1, predict the reaction product. The product is: [CH2:20]([N:27]1[CH:32]2[CH2:33][CH2:34][CH:28]1[CH:29]=[C:30]([C:6]1[CH:7]=[CH:8][C:3]([O:2][CH3:1])=[CH:4][CH:5]=1)[CH2:31]2)[C:21]1[CH:26]=[CH:25][CH:24]=[CH:23][CH:22]=1. (3) The product is: [C:22]1([CH:17]([N:4]2[CH2:5][CH2:6][N:1]([C:7]3[CH:8]=[CH:9][C:10]([NH:13][C:14]([C:16]4[CH:21]=[CH:20][CH:19]=[CH:18][C:17]=4[C:22]4[CH:27]=[CH:26][C:25]([C:28]([F:29])([F:31])[F:30])=[CH:24][CH:23]=4)=[O:15])=[CH:11][CH:12]=3)[CH2:2][CH2:3]2)[C:32]([O:35][CH2:16][C:14]([O:42][CH3:41])=[O:15])=[O:34])[CH:27]=[CH:26][CH:25]=[CH:24][CH:23]=1. Given the reactants [N:1]1([C:7]2[CH:12]=[CH:11][C:10]([NH:13][C:14]([C:16]3[C:17]([C:22]4[CH:27]=[CH:26][C:25]([C:28]([F:31])([F:30])[F:29])=[CH:24][CH:23]=4)=[CH:18][CH:19]=[CH:20][CH:21]=3)=[O:15])=[CH:9][CH:8]=2)[CH2:6][CH2:5][NH:4][CH2:3][CH2:2]1.[C:32]([O-:35])([O-:34])=O.[Na+].[Na+].CN([CH:41]=[O:42])C, predict the reaction product. (4) Given the reactants Cl.CNC.[CH:5]([C:7]1[CH:49]=[CH:48][C:10]([CH2:11][N:12]2[CH:16]=[C:15]([NH:17][C:18]([C:20]3[C:28]4[C:23](=[CH:24][CH:25]=[CH:26][CH:27]=4)[N:22](C(C4C=CC=CC=4)(C4C=CC=CC=4)C4C=CC=CC=4)[N:21]=3)=[O:19])[CH:14]=[N:13]2)=[CH:9][CH:8]=1)=O.C(C1[CH:91]=[C:86](C=CC=1)[CH2:73][N:66]1C=C([NH:66][C:73]([C:86]2[C:91]3C(=CC=CC=3)[N:66]([C:73]([C:86]3[CH:91]=CC=CC=3)(C3C=CC=CC=3)C3C=CC=CC=3)N=2)=O)C=N1)=O, predict the reaction product. The product is: [N:66]1([CH2:5][C:7]2[CH:49]=[CH:48][C:10]([CH2:11][N:12]3[CH:16]=[C:15]([NH:17][C:18]([C:20]4[C:28]5[C:23](=[CH:24][CH:25]=[CH:26][CH:27]=5)[NH:22][N:21]=4)=[O:19])[CH:14]=[N:13]3)=[CH:9][CH:8]=2)[CH2:73][CH2:86][CH2:91]1. (5) Given the reactants [OH:1][C:2]1[CH:11]=[C:10]2[C:5]([CH:6]=[CH:7][C:8](=[O:12])[NH:9]2)=[CH:4][CH:3]=1.[Br:13][CH2:14][CH2:15][CH2:16][CH2:17]Br.C([O-])([O-])=O.[K+].[K+], predict the reaction product. The product is: [Br:13][CH2:14][CH2:15][CH2:16][CH2:17][O:1][C:2]1[CH:11]=[C:10]2[C:5]([CH:6]=[CH:7][C:8](=[O:12])[NH:9]2)=[CH:4][CH:3]=1. (6) The product is: [Si:5]([O:6][CH2:7][CH2:8][CH2:9][CH2:10][CH2:11][O:12][C:22]1[CH:23]=[CH:24][CH:25]=[C:18]([N+:15]([O-:17])=[O:16])[C:19]=1[C:20]#[N:21])([C:1]([CH3:4])([CH3:3])[CH3:2])([CH3:14])[CH3:13]. Given the reactants [C:1]([Si:5]([CH3:14])([CH3:13])[O:6][CH2:7][CH2:8][CH2:9][CH2:10][CH2:11][OH:12])([CH3:4])([CH3:3])[CH3:2].[N+:15]([C:18]1[CH:25]=[CH:24][CH:23]=[C:22]([N+]([O-])=O)[C:19]=1[C:20]#[N:21])([O-:17])=[O:16], predict the reaction product. (7) Given the reactants [F:1][C:2]([F:42])([F:41])[C:3]1[CH:8]=[CH:7][C:6]([C:9](=[N:20][O:21][CH2:22][CH2:23][N:24]([CH3:40])[S:25]([C:28]2[CH:29]=[CH:30][C:31](C)=[C:32]([CH2:34]C(OC)=O)[CH:33]=2)(=[O:27])=[O:26])[C:10]2[CH:15]=[CH:14][C:13]([C:16]([F:19])([F:18])[F:17])=[CH:12][CH:11]=2)=[CH:5][CH:4]=1.[C:43]([OH:46])(=[O:45])[CH3:44], predict the reaction product. The product is: [F:18][C:16]([F:17])([F:19])[C:13]1[CH:12]=[CH:11][C:10]([C:9](=[N:20][O:21][CH2:22][CH2:23][N:24]([CH3:40])[S:25]([C:28]2[CH:29]=[CH:30][CH:31]=[C:32]([CH3:34])[C:33]=2[CH2:44][C:43]([OH:46])=[O:45])(=[O:26])=[O:27])[C:6]2[CH:7]=[CH:8][C:3]([C:2]([F:42])([F:41])[F:1])=[CH:4][CH:5]=2)=[CH:15][CH:14]=1. (8) Given the reactants [NH2:1][C:2]1[CH:3]=[C:4]2[C:8](=[CH:9][CH:10]=1)[C:7](=[O:11])[CH2:6][CH2:5]2.C[CH2:13][O:14][C:15](C)=[O:16].O.C([O-])(O)=O.[Na+].ClC(OC)=O, predict the reaction product. The product is: [CH3:13][O:14][C:15](=[O:16])[NH:1][C:2]1[CH:3]=[C:4]2[C:8](=[CH:9][CH:10]=1)[C:7](=[O:11])[CH2:6][CH2:5]2. (9) Given the reactants Cl[CH2:2][CH2:3][C@@H:4]([N:11]1[C:19]2[C:14](=[CH:15][CH:16]=[CH:17][CH:18]=2)[C:13]([CH3:21])([CH3:20])[C:12]1=[O:22])[C:5]1[CH:10]=[CH:9][CH:8]=[CH:7][CH:6]=1.[CH3:23][NH2:24], predict the reaction product. The product is: [CH3:20][C:13]1([CH3:21])[C:14]2[C:19](=[CH:18][CH:17]=[CH:16][CH:15]=2)[N:11]([C@@H:4]([C:5]2[CH:10]=[CH:9][CH:8]=[CH:7][CH:6]=2)[CH2:3][CH2:2][NH:24][CH3:23])[C:12]1=[O:22]. (10) Given the reactants Br[C:2]1[CH:7]=[CH:6][C:5]([CH:8]([C:19]2[CH:24]=[CH:23][CH:22]=[CH:21][C:20]=2[CH3:25])[CH2:9]/[C:10](/[C:13]2[CH:18]=[CH:17][N:16]=[CH:15][CH:14]=2)=[N:11]\[OH:12])=[CH:4][CH:3]=1.[CH3:26][S:27]([N:30]1[CH2:35][CH2:34][NH:33][CH2:32][CH2:31]1)(=[O:29])=[O:28], predict the reaction product. The product is: [CH3:26][S:27]([N:30]1[CH2:35][CH2:34][N:33]([C:2]2[CH:7]=[CH:6][C:5]([CH:8]([C:19]3[CH:24]=[CH:23][CH:22]=[CH:21][C:20]=3[CH3:25])[CH2:9]/[C:10](/[C:13]3[CH:18]=[CH:17][N:16]=[CH:15][CH:14]=3)=[N:11]\[OH:12])=[CH:4][CH:3]=2)[CH2:32][CH2:31]1)(=[O:29])=[O:28].